This data is from Forward reaction prediction with 1.9M reactions from USPTO patents (1976-2016). The task is: Predict the product of the given reaction. Given the reactants [CH3:1][N:2]([CH3:57])[C:3]1[N:4]=[C:5]([O:15][C@H:16]2[CH2:56][N:19]3[C:20](=[O:55])[C@@H:21]([NH:47]C(=O)OC(C)(C)C)[C@H:22]([CH3:46])[CH2:23][CH:24]([CH3:45])[CH2:25][CH2:26][CH:27]=[CH:28][C@@H:29]4[CH2:34][C@@:30]4([C:35](=[O:44])[NH:36][S:37]([C:40]4([CH3:43])[CH2:42][CH2:41]4)(=[O:39])=[O:38])[NH:31][C:32](=[O:33])[C@@H:18]3[CH2:17]2)[C:6]2[C:11]([CH:12]=1)=[CH:10][C:9]([O:13][CH3:14])=[CH:8][CH:7]=2.[F:58][C:59]([F:64])([F:63])[C:60]([OH:62])=[O:61], predict the reaction product. The product is: [OH:62][C:60]([C:59]([F:64])([F:63])[F:58])=[O:61].[NH2:47][C@@H:21]1[C:20](=[O:55])[N:19]2[CH2:56][C@H:16]([O:15][C:5]3[C:6]4[C:11](=[CH:10][C:9]([O:13][CH3:14])=[CH:8][CH:7]=4)[CH:12]=[C:3]([N:2]([CH3:1])[CH3:57])[N:4]=3)[CH2:17][C@H:18]2[C:32](=[O:33])[NH:31][C@:30]2([C:35]([NH:36][S:37]([C:40]3([CH3:43])[CH2:41][CH2:42]3)(=[O:38])=[O:39])=[O:44])[CH2:34][C@H:29]2[CH:28]=[CH:27][CH2:26][CH2:25][CH:24]([CH3:45])[CH2:23][C@H:22]1[CH3:46].